From a dataset of Reaction yield outcomes from USPTO patents with 853,638 reactions. Predict the reaction yield, written as a fraction of the theoretical maximum amount of product (1.0 means a 100% yield; for example, 0.34 means a 34% yield). The reactants are [N+:1]([C:4]1[CH:9]=[CH:8][C:7]([CH2:10][CH:11]([OH:13])[CH3:12])=[CH:6][CH:5]=1)([O-])=O. The catalyst is C(O)C.[Pd]. The product is [NH2:1][C:4]1[CH:5]=[CH:6][C:7]([CH2:10][CH:11]([OH:13])[CH3:12])=[CH:8][CH:9]=1. The yield is 0.980.